Task: Predict the product of the given reaction.. Dataset: Forward reaction prediction with 1.9M reactions from USPTO patents (1976-2016) (1) Given the reactants Br[C:2]1[CH:7]=[CH:6][N:5]=[C:4]([CH2:8][CH2:9][CH3:10])[CH:3]=1.[B:11]1([B:11]2[O:15][C:14]([CH3:17])([CH3:16])[C:13]([CH3:19])([CH3:18])[O:12]2)[O:15][C:14]([CH3:17])([CH3:16])[C:13]([CH3:19])([CH3:18])[O:12]1.C([O-])(=O)C.[K+].O, predict the reaction product. The product is: [CH2:8]([C:4]1[CH:3]=[C:2]([B:11]2[O:15][C:14]([CH3:17])([CH3:16])[C:13]([CH3:19])([CH3:18])[O:12]2)[CH:7]=[CH:6][N:5]=1)[CH2:9][CH3:10]. (2) Given the reactants [O-]P([O-])([O-])=O.[K+].[K+].[K+].[B-](F)(F)(F)/[CH:10]=[CH:11]/[CH3:12].[K+].FC(F)(F)S(O[C:23]1[C:24]([CH3:33])=[C:25]2[C:29](=[CH:30][CH:31]=1)[C:28](=[O:32])[O:27][CH2:26]2)(=O)=O, predict the reaction product. The product is: [CH3:33][C:24]1[C:23](/[CH:10]=[CH:11]/[CH3:12])=[CH:31][CH:30]=[C:29]2[C:25]=1[CH2:26][O:27][C:28]2=[O:32]. (3) Given the reactants Cl[C:2]1[N:9]=[C:8]([NH:10][CH:11]2[CH2:13][CH2:12]2)[CH:7]=[CH:6][C:3]=1[C:4]#[N:5].[CH3:14][O-:15].[Na+], predict the reaction product. The product is: [CH:11]1([NH:10][C:8]2[CH:7]=[CH:6][C:3]([C:4]#[N:5])=[C:2]([O:15][CH3:14])[N:9]=2)[CH2:13][CH2:12]1. (4) Given the reactants [CH:1]1([N:7]2[CH2:15][C:14]3[C:9](=[CH:10][C:11]([N:16]4[CH2:21][CH2:20][N:19]([CH2:22][CH2:23][CH2:24][CH2:25][C:26]5([C:39]([O:41]CC)=[O:40])[C:38]6[CH:37]=[CH:36][CH:35]=[CH:34][C:33]=6[C:32]6[C:27]5=[CH:28][CH:29]=[CH:30][CH:31]=6)[CH2:18][CH2:17]4)=[CH:12][CH:13]=3)[C:8]2=[O:44])[CH2:6][CH2:5][CH2:4][CH2:3][CH2:2]1.C1COCC1.[OH-].[Na+].Cl, predict the reaction product. The product is: [C:39]([C:26]1([CH2:25][CH2:24][CH2:23][CH2:22][N:19]2[CH2:20][CH2:21][N:16]([C:11]3[CH:10]=[C:9]4[C:14]([CH2:15][N:7]([CH:1]5[CH2:6][CH2:5][CH2:4][CH2:3][CH2:2]5)[C:8]4=[O:44])=[CH:13][CH:12]=3)[CH2:17][CH2:18]2)[C:27]2[CH:28]=[CH:29][CH:30]=[CH:31][C:32]=2[C:33]2[C:38]1=[CH:37][CH:36]=[CH:35][CH:34]=2)([OH:41])=[O:40]. (5) Given the reactants FC(F)(F)C(O)=O.[NH2:8][CH:9]1[CH2:14][CH2:13][N:12]([CH2:15][CH2:16][N:17]2[C:22]3[CH:23]=[C:24]([O:27][CH3:28])[CH:25]=[CH:26][C:21]=3[O:20][CH2:19][C:18]2=[O:29])[CH2:11][CH2:10]1.[O:30]=[C:31]1[CH2:36][S:35][C:34]2[CH:37]=[CH:38][C:39]([CH:41]=O)=[N:40][C:33]=2[NH:32]1.C([BH3-])#N.[Na+], predict the reaction product. The product is: [CH3:28][O:27][C:24]1[CH:25]=[CH:26][C:21]2[O:20][CH2:19][C:18](=[O:29])[N:17]([CH2:16][CH2:15][N:12]3[CH2:11][CH2:10][CH:9]([NH:8][CH2:41][C:39]4[CH:38]=[CH:37][C:34]5[S:35][CH2:36][C:31](=[O:30])[NH:32][C:33]=5[N:40]=4)[CH2:14][CH2:13]3)[C:22]=2[CH:23]=1.